From a dataset of Forward reaction prediction with 1.9M reactions from USPTO patents (1976-2016). Predict the product of the given reaction. (1) Given the reactants [CH2:1]([S:3]([N:6]1[CH2:11][CH2:10][CH:9]([C:12]2[C:20]3[C:15](=[C:16]([C:29]([NH2:31])=[O:30])[CH:17]=[C:18]([C:21]4[CH:26]=[CH:25][CH:24]=[C:23]([CH:27]=O)[CH:22]=4)[CH:19]=3)[NH:14][CH:13]=2)[CH2:8][CH2:7]1)(=[O:5])=[O:4])[CH3:2].[CH:32]1([NH2:36])[CH2:35][CH2:34][CH2:33]1.[BH-](OC(C)=O)(OC(C)=O)OC(C)=O.[Na+], predict the reaction product. The product is: [CH:32]1([NH:36][CH2:27][C:23]2[CH:22]=[C:21]([C:18]3[CH:19]=[C:20]4[C:15](=[C:16]([C:29]([NH2:31])=[O:30])[CH:17]=3)[NH:14][CH:13]=[C:12]4[CH:9]3[CH2:8][CH2:7][N:6]([S:3]([CH2:1][CH3:2])(=[O:4])=[O:5])[CH2:11][CH2:10]3)[CH:26]=[CH:25][CH:24]=2)[CH2:35][CH2:34][CH2:33]1. (2) The product is: [CH2:19]([O:18][C:16](=[O:17])[CH2:15][CH:14]([NH:13][C:11]([O:10][CH2:7][CH:8]=[CH2:9])=[O:12])[C:21]1[CH:26]=[CH:25][CH:24]=[C:23]([NH:27][S:28]([C:31]2[CH:36]=[CH:35][CH:34]=[C:33]([NH:37][C:5]([NH:4][CH2:1][CH2:2][CH3:3])=[O:6])[CH:32]=2)(=[O:30])=[O:29])[CH:22]=1)[CH3:20]. Given the reactants [CH2:1]([N:4]=[C:5]=[O:6])[CH2:2][CH3:3].[CH2:7]([O:10][C:11]([NH:13][CH:14]([C:21]1[CH:26]=[CH:25][CH:24]=[C:23]([NH:27][S:28]([C:31]2[CH:36]=[CH:35][CH:34]=[C:33]([NH2:37])[CH:32]=2)(=[O:30])=[O:29])[CH:22]=1)[CH2:15][C:16]([O:18][CH2:19][CH3:20])=[O:17])=[O:12])[CH:8]=[CH2:9], predict the reaction product.